From a dataset of Full USPTO retrosynthesis dataset with 1.9M reactions from patents (1976-2016). Predict the reactants needed to synthesize the given product. Given the product [CH3:32][C:25]1([CH3:33])[C:26]2[C:31]3=[C:30]([C:20]([C:18]4[C:17](=[O:16])[NH:14][C:12](=[O:13])[C:11]=4[C:6]4[C:5]5[C:9](=[CH:10][C:2]([F:1])=[CH:3][CH:4]=5)[NH:8][CH:7]=4)=[CH:21][N:22]3[CH2:23][CH2:24]1)[CH:29]=[CH:28][CH:27]=2, predict the reactants needed to synthesize it. The reactants are: [F:1][C:2]1[CH:10]=[C:9]2[C:5]([C:6]([CH2:11][C:12]([NH2:14])=[O:13])=[CH:7][NH:8]2)=[CH:4][CH:3]=1.C[O:16][C:17](=O)[C:18]([C:20]1[C:30]2=[C:31]3[C:26](=[CH:27][CH:28]=[CH:29]2)[C:25]([CH3:33])([CH3:32])[CH2:24][CH2:23][N:22]3[CH:21]=1)=O.